The task is: Predict the reaction yield, written as a fraction of the theoretical maximum amount of product (1.0 means a 100% yield; for example, 0.34 means a 34% yield).. This data is from Reaction yield outcomes from USPTO patents with 853,638 reactions. The catalyst is C(O)C. The yield is 0.690. The product is [CH3:2][N:3]1[C:7]([CH2:8][SH:35])=[N:6][C:5]([N:28]2[CH2:32][CH2:31][CH2:30][CH2:29]2)=[N:4]1. The reactants are [Cl-].[CH3:2][N:3]1[C:7]([CH2:8][P+](C2C=CC=CC=2)(C2C=CC=CC=2)C2C=CC=CC=2)=[N:6][C:5]([N:28]2[CH2:32][CH2:31][CH2:30][CH2:29]2)=[N:4]1.NC(N)=[S:35].